Task: Predict the reactants needed to synthesize the given product.. Dataset: Full USPTO retrosynthesis dataset with 1.9M reactions from patents (1976-2016) (1) Given the product [F:37][C:33]1[CH:32]=[C:31]([C:5]2[C:4]3[C:8](=[C:9]([CH3:11])[CH:10]=[C:2]([NH2:51])[CH:3]=3)[N:7]([C:12]([C:13]3[CH:18]=[CH:17][CH:16]=[CH:15][CH:14]=3)([C:25]3[CH:26]=[CH:27][CH:28]=[CH:29][CH:30]=3)[C:19]3[CH:24]=[CH:23][CH:22]=[CH:21][CH:20]=3)[N:6]=2)[CH:36]=[CH:35][CH:34]=1, predict the reactants needed to synthesize it. The reactants are: Br[C:2]1[CH:3]=[C:4]2[C:8](=[C:9]([CH3:11])[CH:10]=1)[N:7]([C:12]([C:25]1[CH:30]=[CH:29][CH:28]=[CH:27][CH:26]=1)([C:19]1[CH:24]=[CH:23][CH:22]=[CH:21][CH:20]=1)[C:13]1[CH:18]=[CH:17][CH:16]=[CH:15][CH:14]=1)[N:6]=[C:5]2[C:31]1[CH:36]=[CH:35][CH:34]=[C:33]([F:37])[CH:32]=1.C(=[NH:51])(C1C=CC=CC=1)C1C=CC=CC=1.C1(P(C2C=CC=CC=2)C2C=CC3C(=CC=CC=3)C=2C2C3C(=CC=CC=3)C=CC=2P(C2C=CC=CC=2)C2C=CC=CC=2)C=CC=CC=1. (2) Given the product [CH3:15][S:12]([C:11]1[C:2]([O:25][C:21]2[CH:22]=[CH:23][CH:24]=[C:19]([S:18]([F:29])([F:17])([F:26])([F:27])[F:28])[CH:20]=2)=[CH:3][C:4]([CH3:16])=[C:5]([CH:10]=1)[C:6]([O:8][CH3:9])=[O:7])(=[O:14])=[O:13], predict the reactants needed to synthesize it. The reactants are: F[C:2]1[C:11]([S:12]([CH3:15])(=[O:14])=[O:13])=[CH:10][C:5]([C:6]([O:8][CH3:9])=[O:7])=[C:4]([CH3:16])[CH:3]=1.[F:17][S:18]([F:29])([F:28])([F:27])([F:26])[C:19]1[CH:20]=[C:21]([OH:25])[CH:22]=[CH:23][CH:24]=1. (3) Given the product [CH3:3][CH:2]([O:4][C:5]1[CH:6]=[CH:7][C:8]([CH:11]([OH:12])[CH3:13])=[N:9][CH:10]=1)[CH3:1], predict the reactants needed to synthesize it. The reactants are: [CH3:1][CH:2]([O:4][C:5]1[CH:6]=[CH:7][C:8]([CH:11]=[O:12])=[N:9][CH:10]=1)[CH3:3].[CH3:13][Mg]Br.Cl. (4) Given the product [CH2:1]([N:5]1[C:10]2[C:9](=[CH:14][CH:13]=[CH:12][N:11]=2)[C:8]([OH:15])=[C:28]([C:20]2[NH:21][C:22]3[CH:27]=[CH:26][CH:25]=[CH:24][C:23]=3[S:18](=[O:34])(=[O:17])[N:19]=2)[C:6]1=[O:16])[CH2:2][CH2:3][CH3:4], predict the reactants needed to synthesize it. The reactants are: [CH2:1]([N:5]1[C:10]2[N:11]=[CH:12][CH:13]=[CH:14][C:9]=2[C:8](=[O:15])O[C:6]1=[O:16])[CH2:2][CH2:3][CH3:4].[O:17]=[S:18]1(=[O:34])[C:23]2[CH:24]=[CH:25][CH:26]=[CH:27][C:22]=2[NH:21][C:20]([CH2:28]C(OCC)=O)=[N:19]1.[H-].[Na+].C(O)(=O)C. (5) Given the product [CH3:8][C:6]1[CH:7]=[C:2]2[C:3]([C:9]([C:11]3[CH:15]=[C:14]([CH3:16])[O:13][N:12]=3)=[CH:20][C:19](=[O:18])[O:1]2)=[CH:4][CH:5]=1, predict the reactants needed to synthesize it. The reactants are: [OH:1][C:2]1[CH:7]=[C:6]([CH3:8])[CH:5]=[CH:4][C:3]=1[C:9]([C:11]1[CH:15]=[C:14]([CH3:16])[O:13][N:12]=1)=O.C[O:18][C:19](=O)[CH:20]=P(C1C=CC=CC=1)(C1C=CC=CC=1)C1C=CC=CC=1. (6) Given the product [C:1]([O:5][C:6]([C:8]1[CH:9]=[N:10][N:11]([CH2:14][C:31]2[CH:32]=[CH:33][CH:34]=[C:29]([C:28]([O:27][CH3:26])=[O:38])[CH:30]=2)[C:12]=1[NH2:13])=[O:7])([CH3:4])([CH3:3])[CH3:2], predict the reactants needed to synthesize it. The reactants are: [C:1]([O:5][C:6]([C:8]1[CH:9]=[N:10][N:11]([CH2:14]C2C=CC(C(OC)=O)=CC=2)[C:12]=1[NH2:13])=[O:7])([CH3:4])([CH3:3])[CH3:2].Cl.[CH3:26][O:27][C:28](=[O:38])[C:29]1[CH:34]=[CH:33][CH:32]=[C:31](CNN)[CH:30]=1. (7) Given the product [ClH:12].[OH:1][C:2]1[CH:3]=[C:4]([CH:8]=[CH:9][C:10]=1[OH:11])[CH2:5][NH2:6], predict the reactants needed to synthesize it. The reactants are: [OH:1][C:2]1[CH:3]=[C:4]([CH:8]=[CH:9][C:10]=1[OH:11])[CH:5]=[N:6]O.[ClH:12].